From a dataset of Peptide-MHC class II binding affinity with 134,281 pairs from IEDB. Regression. Given a peptide amino acid sequence and an MHC pseudo amino acid sequence, predict their binding affinity value. This is MHC class II binding data. (1) The peptide sequence is INEPTAAAIAYTLDR. The MHC is HLA-DQA10501-DQB10301 with pseudo-sequence HLA-DQA10501-DQB10301. The binding affinity (normalized) is 0.670. (2) The peptide sequence is AWASACGGTGKNTIV. The MHC is HLA-DPA10103-DPB10201 with pseudo-sequence HLA-DPA10103-DPB10201. The binding affinity (normalized) is 0.0914.